Task: Regression. Given a target protein amino acid sequence and a drug SMILES string, predict the binding affinity score between them. We predict pKi (pKi = -log10(Ki in M); higher means stronger inhibition). Dataset: bindingdb_ki.. Dataset: Drug-target binding data from BindingDB using Ki measurements (1) The small molecule is C[C@]12CC[C@@H]3c4ccc(OS(=O)(=O)O)cc4CC[C@H]3[C@@H]1CCC2=O. The target protein (Q80UJ1) has sequence MAFTDLLDALGGVGRFQLVYTALLLLPCGLLACHTFLQNFTAAAPPHHCQHPANYTEPTTNVSGVWLRAAIPLNQHGDPEPCRRYVEPQWALLKPNASSHGVATEGCKDGWVYDRSIFPSTIVMEWDLVCEARTLRDLAQSIYMSGVLVGAALFGGLADRLGRKAPLVWSYLQLAVSGAATAYVGSFSAYCVFRFLMGMTFSGIILNSLSLVVEWMPTRGRTVAGILLGFSFTLGQLILAGVAYLIRPWRWLQFAVSAPFLVFFLYSWWLPESSRWLLLHGKAQQAVQNLQKVAMMNGRKAEGERLTTEVVSSYIQDEFASVRTSNSILDLFRTPAIRRVTCCLMGVWFSNSVAYYGLAMDLQKFGLSIYLVQALFGIIDIPAMLVATTTMIYVGRRATVSSFLILAGLMVIANMFMPEDLQTLRTVQAALGKGCLASSFICVYLFTGELYPTEIRQMGMGFASVNARLGGLVAPLITTLGEISPVLPPVSFGATSVLAG.... The pKi is 4.2. (2) The compound is C[C@@H]1CCN(C(=O)CC#N)C[C@@H]1N(C)c1ncnc2[nH]ccc12. The target protein sequence is MPIAQLLELWKKIEVEPMEIETTEEDLNLDVEPTTEDTAEEEEGVVKEIDISHHVKEGFEKADPSQFELLKVLGQGSYGKVFLVRKVKGSDAGQLYAMKVLKKATLKVRDRVRSKMERDILAEVNHPFIVKLHYAFQTEGKLYLILDFLRGGDLFTRLSKEVMFTEEDVKFYLAELALALDHLHSLGIIYRDLKPENILLDEEGHIKITDFGLSKEAIDHDKRAYSFCGTIEYMAPEVVNRRGHTQSADWWSFGVLMFEMLTGSLPFQGKDRKETMALILKAKLGMPQFLSGEAQSLLRALFKRNPCNRLGAGIDGVEEIKRHPFFVTIDWNTLYRKEIKPPFKPAVGRPEDTFHFDPEFTARTPTDSPGVPPSANAHHLFRGFSFVASSLIQEPSQQDLHKVPVHPIVQQLHGNNIHFTDGYEIKEDIGVGSYSVCKRCVHKATDTEYAVKIIDKSKRDPSEEIEILLRYGQHPNIITLKDVYDDGKFVYLVMELMRGG.... The pKi is 2.9.